From a dataset of Retrosynthesis with 50K atom-mapped reactions and 10 reaction types from USPTO. Predict the reactants needed to synthesize the given product. Given the product COC(=O)[C@@H]1CNCCN1, predict the reactants needed to synthesize it. The reactants are: COC(=O)[C@@H]1CN(C(=O)OC(C)(C)C)CCN1.